Dataset: CYP2D6 inhibition data for predicting drug metabolism from PubChem BioAssay. Task: Regression/Classification. Given a drug SMILES string, predict its absorption, distribution, metabolism, or excretion properties. Task type varies by dataset: regression for continuous measurements (e.g., permeability, clearance, half-life) or binary classification for categorical outcomes (e.g., BBB penetration, CYP inhibition). Dataset: cyp2d6_veith. (1) The compound is CN(C)c1ccc(-c2cncnc2N(C)Cc2ccco2)cc1. The result is 1 (inhibitor). (2) The drug is COc1ccc(CSc2nnnn2C)cc1[N+](=O)[O-]. The result is 0 (non-inhibitor). (3) The molecule is O=C(N=NC(=O)c1ccc2c(O)n(C3CCCCC3)c(O)c2c1)c1cccnc1. The result is 0 (non-inhibitor).